The task is: Binary Classification. Given a drug SMILES string, predict its activity (active/inactive) in a high-throughput screening assay against a specified biological target.. This data is from Kir2.1 potassium channel HTS with 301,493 compounds. (1) The molecule is O1CCN(CCCn2c(C(C)(C)C)cc(c2C)C(OCC)=O)CC1. The result is 0 (inactive). (2) The drug is O(c1c(CNCc2cccnc2)cccc1OCC)Cc1ccccc1. The result is 1 (active). (3) The drug is S=C(NCC1OCCC1)N(Cc1cc2c([nH]c1=O)ccc(OC)c2)Cc1sccc1. The result is 0 (inactive). (4) The compound is Clc1c(CN2C(=O)N(C(=O)C2=O)CC(OCC)=O)c(F)ccc1. The result is 0 (inactive). (5) The molecule is Clc1ccc(Cc2onc(n2)c2cc(OC)c(OC)cc2)cc1. The result is 0 (inactive). (6) The compound is S(=O)(=O)(CCC(OCC(=O)c1ccc(F)cc1)=O)c1ccc(cc1)C. The result is 0 (inactive). (7) The molecule is O=C(NCCCn1ccnc1)C(/NC(=O)c1c(OC)cccc1)=C/c1c2c(n(c1)C)cccc2. The result is 0 (inactive). (8) The drug is S(=O)(=O)(N(CC)c1ccccc1)c1ccc(N)cc1. The result is 0 (inactive).